Task: Predict the reaction yield, written as a fraction of the theoretical maximum amount of product (1.0 means a 100% yield; for example, 0.34 means a 34% yield).. Dataset: Reaction yield outcomes from USPTO patents with 853,638 reactions (1) The reactants are [NH2:1][C:2]1[CH:3]=[C:4]([CH:19]=[CH:20][C:21]=1[O:22][CH:23]1[CH2:25][CH2:24]1)[C:5]([NH:7][C:8]1[S:9][C:10]([C:13]2[CH:18]=[CH:17][CH:16]=[CH:15][CH:14]=2)=[N:11][N:12]=1)=[O:6].C(N(C(C)C)C(C)C)C.Cl.[N:36]1([CH2:42][C:43](O)=[O:44])[CH2:41][CH2:40][O:39][CH2:38][CH2:37]1.C1CN([P+](ON2N=NC3C=CC=CC2=3)(N2CCCC2)N2CCCC2)CC1.F[P-](F)(F)(F)(F)F. The catalyst is CN(C=O)C. The product is [CH:23]1([O:22][C:21]2[CH:20]=[CH:19][C:4]([C:5]([NH:7][C:8]3[S:9][C:10]([C:13]4[CH:18]=[CH:17][CH:16]=[CH:15][CH:14]=4)=[N:11][N:12]=3)=[O:6])=[CH:3][C:2]=2[NH:1][C:43](=[O:44])[CH2:42][N:36]2[CH2:41][CH2:40][O:39][CH2:38][CH2:37]2)[CH2:24][CH2:25]1. The yield is 0.120. (2) The reactants are [C:1]([C:5]1[CH:13]=[CH:12][C:8]([C:9]([OH:11])=O)=[CH:7][CH:6]=1)([CH3:4])([CH3:3])[CH3:2].CN(C(ON1N=NC2C=CC=NC1=2)=[N+](C)C)C.F[P-](F)(F)(F)(F)F.[NH2:38][C@@H:39]([CH2:47][C:48]1[CH:53]=[CH:52][C:51]([OH:54])=[CH:50][CH:49]=1)[C:40]([O:42][C:43]([CH3:46])([CH3:45])[CH3:44])=[O:41]. The catalyst is CN(C=O)C.CC(=O)OCC. The product is [C:1]([C:5]1[CH:6]=[CH:7][C:8]([C:9]([NH:38][C@H:39]([C:40]([O:42][C:43]([CH3:46])([CH3:45])[CH3:44])=[O:41])[CH2:47][C:48]2[CH:53]=[CH:52][C:51]([OH:54])=[CH:50][CH:49]=2)=[O:11])=[CH:12][CH:13]=1)([CH3:2])([CH3:3])[CH3:4]. The yield is 0.690. (3) The reactants are [CH3:1][C:2]1[S:6][C:5]([C:7]([OH:9])=O)=[CH:4][C:3]=1[C:10]1[N:14]([CH3:15])[N:13]=[CH:12][CH:11]=1.[NH2:16][C@@H:17]([CH2:30][C:31]1[CH:36]=[C:35]([F:37])[CH:34]=[CH:33][C:32]=1[F:38])[CH2:18][N:19]1[C:27](=[O:28])[C:26]2[C:21](=[CH:22][CH:23]=[CH:24][CH:25]=2)[C:20]1=[O:29].FC1C=CC=C(F)C=1C[C@@H](C(O)=O)N.C1CN([P+](Br)(N2CCCC2)N2CCCC2)CC1.F[P-](F)(F)(F)(F)F.CCN(C(C)C)C(C)C. The catalyst is C(Cl)(Cl)Cl. The product is [F:38][C:32]1[CH:33]=[CH:34][C:35]([F:37])=[CH:36][C:31]=1[CH2:30][C@H:17]([NH:16][C:7]([C:5]1[S:6][C:2]([CH3:1])=[C:3]([C:10]2[N:14]([CH3:15])[N:13]=[CH:12][CH:11]=2)[CH:4]=1)=[O:9])[CH2:18][N:19]1[C:27](=[O:28])[C:26]2[C:21](=[CH:22][CH:23]=[CH:24][CH:25]=2)[C:20]1=[O:29]. The yield is 0.520. (4) The yield is 0.570. The product is [Cl:1][C:2]1[C:8]([C:9]2[N:10]=[C:11]([CH:22]3[CH2:24][CH2:23]3)[S:12][C:13]=2[C:14]2[CH:19]=[CH:18][N:17]=[C:16]([S:20][CH3:21])[N:15]=2)=[CH:7][C:6]([F:25])=[CH:5][C:3]=1[NH:4][S:27]([CH3:26])(=[O:29])=[O:28]. The catalyst is N1C=CC=CC=1.O. The reactants are [Cl:1][C:2]1[C:8]([C:9]2[N:10]=[C:11]([CH:22]3[CH2:24][CH2:23]3)[S:12][C:13]=2[C:14]2[CH:19]=[CH:18][N:17]=[C:16]([S:20][CH3:21])[N:15]=2)=[CH:7][C:6]([F:25])=[CH:5][C:3]=1[NH2:4].[CH3:26][S:27](Cl)(=[O:29])=[O:28]. (5) The reactants are [CH3:1][N:2]1[C:8](=O)[C:7]2[CH:10]=[CH:11][C:12]([NH:14][C:15]3[CH:20]=[CH:19][C:18]([N:21]4[CH:25]=[CH:24][N:23]=[C:22]4[CH3:26])=[CH:17][CH:16]=3)=[N:13][C:6]=2[O:5][CH:4]([C:27]2[CH:32]=[CH:31][CH:30]=[CH:29][CH:28]=2)[CH2:3]1.[Cl-].[Li+].Cl.CO. The catalyst is C1COCC1. The product is [CH3:1][N:2]1[CH2:8][C:7]2[CH:10]=[CH:11][C:12]([NH:14][C:15]3[CH:16]=[CH:17][C:18]([N:21]4[CH:25]=[CH:24][N:23]=[C:22]4[CH3:26])=[CH:19][CH:20]=3)=[N:13][C:6]=2[O:5][CH:4]([C:27]2[CH:32]=[CH:31][CH:30]=[CH:29][CH:28]=2)[CH2:3]1. The yield is 0.0600.